Dataset: Retrosynthesis with 50K atom-mapped reactions and 10 reaction types from USPTO. Task: Predict the reactants needed to synthesize the given product. Given the product CCCCC(=O)N(Cc1ccc(-c2ccccc2S(=O)(=O)N=CN(C)C)cc1)C(C#N)C(=O)OCC, predict the reactants needed to synthesize it. The reactants are: CCCCC(=O)Cl.CCOC(=O)C(C#N)NCc1ccc(-c2ccccc2S(=O)(=O)N=CN(C)C)cc1.